Dataset: Forward reaction prediction with 1.9M reactions from USPTO patents (1976-2016). Task: Predict the product of the given reaction. (1) Given the reactants [CH2:1]([O:8][C:9](=[O:23])[NH:10][C:11]1[CH:16]=[CH:15][C:14]([C@H:17]2[CH2:21][CH2:20][CH:19]([OH:22])[CH2:18]2)=[CH:13][CH:12]=1)[C:2]1[CH:7]=[CH:6][CH:5]=[CH:4][CH:3]=1.CCN(CC)CC.[CH3:31][S:32](Cl)(=[O:34])=[O:33].CCOC(C)=O, predict the reaction product. The product is: [CH2:1]([O:8][C:9]([NH:10][C:11]1[CH:12]=[CH:13][C:14]([CH:17]2[CH2:21][CH2:20][C@H:19]([O:22][S:32]([CH3:31])(=[O:34])=[O:33])[CH2:18]2)=[CH:15][CH:16]=1)=[O:23])[C:2]1[CH:7]=[CH:6][CH:5]=[CH:4][CH:3]=1. (2) Given the reactants [S:1]1[C:5]2[CH:6]=[CH:7][CH:8]=[CH:9][C:4]=2[C:3]([C@H:10]2[CH2:15][CH2:14][C@H:13]([C:16]3[N:25]4[C:19]([CH2:20][NH:21][CH2:22][C:23]5[CH:29]=[C:28]([Cl:30])[CH:27]=[CH:26][C:24]=54)=[N:18][N:17]=3)[CH2:12][CH2:11]2)=[N:2]1.C(N(CC)CC)C.[CH3:38][S:39](Cl)(=[O:41])=[O:40], predict the reaction product. The product is: [S:1]1[C:5]2[CH:6]=[CH:7][CH:8]=[CH:9][C:4]=2[C:3]([C@H:10]2[CH2:15][CH2:14][C@H:13]([C:16]3[N:25]4[C:19]([CH2:20][N:21]([S:39]([CH3:38])(=[O:41])=[O:40])[CH2:22][C:23]5[CH:29]=[C:28]([Cl:30])[CH:27]=[CH:26][C:24]=54)=[N:18][N:17]=3)[CH2:12][CH2:11]2)=[N:2]1. (3) The product is: [Cl:28][C:21]1[CH:20]=[C:19](/[CH:18]=[C:14]2/[C:15](=[O:17])[N:16]3[CH:9]=[C:8]([C:3]4[CH:4]=[CH:5][CH:6]=[CH:7][C:2]=4[F:1])[N:11]=[C:12]3[S:13]/2)[CH:24]=[C:23]([O:25][CH3:26])[C:22]=1[OH:27]. Given the reactants [F:1][C:2]1[CH:7]=[CH:6][CH:5]=[CH:4][C:3]=1[C:8](=O)[CH3:9].[NH2:11][C:12]1[S:13]/[C:14](=[CH:18]\[C:19]2[CH:24]=[C:23]([O:25][CH3:26])[C:22]([OH:27])=[C:21]([Cl:28])[CH:20]=2)/[C:15](=[O:17])[N:16]=1, predict the reaction product. (4) Given the reactants C1(C)C=CC(S(O[CH2:11][CH2:12][O:13][CH2:14][CH2:15][O:16][CH2:17][CH2:18][O:19][CH3:20])(=O)=O)=CC=1.C(=O)([O-])[O-].[K+].[K+].[N+:28]([C:31]1[CH:36]=[CH:35][C:34](O)=[CH:33][CH:32]=1)([O-:30])=[O:29].O, predict the reaction product. The product is: [CH3:20][O:19][CH2:18][CH2:17][O:16][CH2:15][CH2:14][O:13][CH2:12][CH2:11][C:34]1[CH:35]=[CH:36][C:31]([N+:28]([O-:30])=[O:29])=[CH:32][CH:33]=1. (5) The product is: [CH3:1][NH:2][CH:3]([C:7]1[CH:12]=[CH:11][CH:10]=[CH:9][CH:8]=1)[CH2:4][NH2:5]. Given the reactants [CH3:1][NH:2][C:3]([C:7]1[CH:12]=[CH:11][CH:10]=[CH:9][CH:8]=1)(C)[C:4]#[N:5].CC(C[AlH]CC(C)C)C, predict the reaction product. (6) Given the reactants [NH2:1][C:2]1[CH:6]=[C:5]([Br:7])[S:4][C:3]=1[C:8]([NH2:10])=[O:9].[CH2:11]([N:13](CC)[CH2:14][CH3:15])[CH3:12].Cl[CH:19]([C:23]1[CH:28]=[CH:27][CH:26]=[CH:25][CH:24]=1)[C:20](Cl)=[O:21].N1CCCC1, predict the reaction product. The product is: [Br:7][C:5]1[S:4][C:3]([C:8]([NH2:10])=[O:9])=[C:2]([NH:1][C:20](=[O:21])[CH:19]([C:23]2[CH:28]=[CH:27][CH:26]=[CH:25][CH:24]=2)[N:13]2[CH2:14][CH2:15][CH2:12][CH2:11]2)[CH:6]=1. (7) Given the reactants [CH3:1][C:2]1[O:3][C:4]2[CH:10]=[CH:9][C:8]([CH2:11][N:12]3C(=O)C4C(=CC=CC=4)C3=O)=[CH:7][C:5]=2[N:6]=1.O.NN, predict the reaction product. The product is: [CH3:1][C:2]1[O:3][C:4]2[CH:10]=[CH:9][C:8]([CH2:11][NH2:12])=[CH:7][C:5]=2[N:6]=1. (8) Given the reactants [C:1]12([C:11]3[CH:21]=[CH:20][C:14]([O:15][CH2:16][C:17](O)=[O:18])=[CH:13][CH:12]=3)[CH2:10][CH:5]3[CH2:6][CH:7]([CH2:9][CH:3]([CH2:4]3)[CH2:2]1)[CH2:8]2.[CH3:22][O:23][C:24](=[O:32])[C:25]1[CH:30]=[CH:29][C:28]([NH2:31])=[CH:27][CH:26]=1.Cl.C(N=C=N)C.OS1C2C=CC=CC=2N=C1.C(N(CC)C(C)C)(C)C, predict the reaction product. The product is: [CH3:22][O:23][C:24](=[O:32])[C:25]1[CH:30]=[CH:29][C:28]([NH:31][C:17](=[O:18])[CH2:16][O:15][C:14]2[CH:13]=[CH:12][C:11]([C:1]34[CH2:10][CH:5]5[CH2:4][CH:3]([CH2:9][CH:7]([CH2:6]5)[CH2:8]3)[CH2:2]4)=[CH:21][CH:20]=2)=[CH:27][CH:26]=1. (9) Given the reactants [CH2:1]([N:3](CC)[CH2:4]C)C.[C:8]([O:12][C:13]([N:15]1[CH2:20][CH2:19][C:18](=O)[CH2:17][CH2:16]1)=[O:14])([CH3:11])([CH3:10])[CH3:9].[C:22](O[BH-](OC(=O)C)OC(=O)C)(=O)C.[Na+].[C:36](=[O:39])([O-])[OH:37].[Na+].[CH3:41][CH2:42][CH2:43][CH2:44][CH2:45][CH3:46], predict the reaction product. The product is: [CH3:46][C:45]1([CH3:22])[CH2:44][C:43]2([CH2:42][CH2:41][CH2:4][N:3]([CH:18]3[CH2:19][CH2:20][N:15]([C:13]([O:12][C:8]([CH3:11])([CH3:10])[CH3:9])=[O:14])[CH2:16][CH2:17]3)[CH2:1]2)[C:36](=[O:39])[O:37]1.